This data is from Catalyst prediction with 721,799 reactions and 888 catalyst types from USPTO. The task is: Predict which catalyst facilitates the given reaction. Reactant: [Cl:1][C:2]1[N:7]=[C:6]([NH:8][C:9](=[O:14])[C:10]([CH3:13])([CH3:12])[CH3:11])[CH:5]=[CH:4][CH:3]=1.C([Li])CCC.[Br:20]C(Br)C.O. Product: [Br:20][C:5]1[C:6]([NH:8][C:9](=[O:14])[C:10]([CH3:11])([CH3:13])[CH3:12])=[N:7][C:2]([Cl:1])=[CH:3][CH:4]=1. The catalyst class is: 1.